From a dataset of Forward reaction prediction with 1.9M reactions from USPTO patents (1976-2016). Predict the product of the given reaction. (1) Given the reactants [CH3:1][C:2]1([CH3:14])[CH2:8][CH2:7][CH2:6][O:5][C:4]2[C:9]([NH2:13])=[CH:10][CH:11]=[CH:12][C:3]1=2.Cl[C:16]1[N:21]=[C:20]([NH:22][C:23]2[C:33]([F:34])=[CH:32][CH:31]=[CH:30][C:24]=2[C:25]([NH:27][CH2:28][CH3:29])=[O:26])[C:19]([Cl:35])=[CH:18][N:17]=1, predict the reaction product. The product is: [Cl:35][C:19]1[C:20]([NH:22][C:23]2[C:33]([F:34])=[CH:32][CH:31]=[CH:30][C:24]=2[C:25]([NH:27][CH2:28][CH3:29])=[O:26])=[N:21][C:16]([NH:13][C:9]2[C:4]3[O:5][CH2:6][CH2:7][CH2:8][C:2]([CH3:14])([CH3:1])[C:3]=3[CH:12]=[CH:11][CH:10]=2)=[N:17][CH:18]=1. (2) Given the reactants Cl[C:2](OC1C=CC=CC=1)=[O:3].[NH2:11][C:12]1[CH:20]=[CH:19][C:15]2[N:16]=[CH:17][NH:18][C:14]=2[CH:13]=1.[NH2:21][CH2:22][C:23](=O)[C:24]([CH3:27])([CH3:26])[CH3:25], predict the reaction product. The product is: [C:24]([CH:23]1[N:11]([C:12]2[CH:20]=[CH:19][C:15]3[NH:16][CH:17]=[N:18][C:14]=3[CH:13]=2)[C:2](=[O:3])[NH:21][CH2:22]1)([CH3:27])([CH3:26])[CH3:25]. (3) Given the reactants [Br:1][C:2]1[CH:7]=[CH:6][C:5]([C:8](=O)[CH2:9][CH2:10][CH2:11][CH2:12][N:13]2[CH2:18][CH2:17][CH:16]([C:19]3[CH:20]=[C:21]([NH:25][C:26](=[O:30])[CH:27]([CH3:29])[CH3:28])[CH:22]=[CH:23][CH:24]=3)[CH2:15][CH2:14]2)=[CH:4][CH:3]=1.Cl.[C:33]1([NH:43]N)[C:42]2[C:37](=[CH:38][CH:39]=[CH:40][CH:41]=2)[CH:36]=[CH:35][CH:34]=1, predict the reaction product. The product is: [Br:1][C:2]1[CH:7]=[CH:6][C:5]([C:8]2[NH:43][C:33]3[C:34]([C:9]=2[CH2:10][CH2:11][CH2:12][N:13]2[CH2:18][CH2:17][CH:16]([C:19]4[CH:20]=[C:21]([NH:25][C:26](=[O:30])[CH:27]([CH3:29])[CH3:28])[CH:22]=[CH:23][CH:24]=4)[CH2:15][CH2:14]2)=[CH:35][CH:36]=[C:37]2[CH:38]=[CH:39][CH:40]=[CH:41][C:42]=32)=[CH:4][CH:3]=1. (4) Given the reactants C[O:2][C:3]([C@H:5]1[CH2:10][CH2:9][C@H:8]([C:11]2[N:15]3[CH:16]=[CH:17][N:18]=[C:19]([NH2:20])[C:14]3=[C:13]([C:21]3[CH:26]=[CH:25][C:24]([O:27][C:28]4[CH:33]=[CH:32][CH:31]=[CH:30][CH:29]=4)=[CH:23][CH:22]=3)[N:12]=2)[CH2:7][CH2:6]1)=O.[H-].[H-].[H-].[H-].[Li+].[Al+3].C([O-])(O)=O.[Na+], predict the reaction product. The product is: [NH2:20][C:19]1[C:14]2[N:15]([C:11]([C@H:8]3[CH2:7][CH2:6][C@H:5]([CH2:3][OH:2])[CH2:10][CH2:9]3)=[N:12][C:13]=2[C:21]2[CH:22]=[CH:23][C:24]([O:27][C:28]3[CH:33]=[CH:32][CH:31]=[CH:30][CH:29]=3)=[CH:25][CH:26]=2)[CH:16]=[CH:17][N:18]=1. (5) Given the reactants C(N(CC)CC)C.Cl[C:9]1[CH:16]=[CH:15][C:12]([C:13]#[N:14])=[CH:11][N:10]=1.[CH3:17][C@@H:18]1[CH2:23][NH:22][CH2:21][CH2:20][NH:19]1.Cl.C(N(CC)CC)C, predict the reaction product. The product is: [CH3:17][C@H:18]1[NH:19][CH2:20][CH2:21][N:22]([C:9]2[CH:16]=[CH:15][C:12]([C:13]#[N:14])=[CH:11][N:10]=2)[CH2:23]1.